This data is from Reaction yield outcomes from USPTO patents with 853,638 reactions. The task is: Predict the reaction yield, written as a fraction of the theoretical maximum amount of product (1.0 means a 100% yield; for example, 0.34 means a 34% yield). (1) The reactants are [NH2:1][C:2]1[C:7]([O:8][CH2:9][CH:10]2[CH2:15][CH2:14][N:13]([C:16]3[N:21]=[C:20]([O:22][CH2:23][C:24]4([C:27]#[N:28])[CH2:26][CH2:25]4)[N:19]=[C:18](C(C#N)C#N)[N:17]=3)[CH2:12][CH2:11]2)=[CH:6][N:5]=[CH:4][N:3]=1.[CH3:34][C:35]([CH3:39])([CH3:38])[CH2:36][NH2:37].C1C=C(Cl)C=C([C:47](OO)=[O:48])C=1.CC#N. The catalyst is CCOC(C)=O.CO.C(Cl)Cl. The product is [NH2:1][C:2]1[C:7]([O:8][CH2:9][CH:10]2[CH2:11][CH2:12][N:13]([C:16]3[N:21]=[C:20]([O:22][CH2:23][C:24]4([C:27]#[N:28])[CH2:26][CH2:25]4)[N:19]=[C:18]([C:47]([NH:37][CH2:36][C:35]([CH3:39])([CH3:38])[CH3:34])=[O:48])[N:17]=3)[CH2:14][CH2:15]2)=[CH:6][N:5]=[CH:4][N:3]=1. The yield is 0.0900. (2) The reactants are Br[CH2:2][C:3]([C:5]1[CH:10]=[CH:9][C:8]([I:11])=[CH:7][CH:6]=1)=O.[NH2:12][C:13]1[C:18]([CH3:19])=[CH:17][CH:16]=[CH:15][N:14]=1.C(=O)(O)[O-].[Na+]. The catalyst is C(O)(C)C. The product is [I:11][C:8]1[CH:9]=[CH:10][C:5]([C:3]2[N:12]=[C:13]3[C:18]([CH3:19])=[CH:17][CH:16]=[CH:15][N:14]3[CH:2]=2)=[CH:6][CH:7]=1. The yield is 0.710. (3) The reactants are OC1C=C(CNC=C2C3C(=CC=C(I)C=3)C(=O)NC2=O)C=CC=1C1C=CC=CC=1.[O:30]1[CH:34]=[CH:33][CH:32]=[C:31]1[C:35]1[CH:36]=[C:37]2[C:42](=[CH:43][CH:44]=1)[C:41](=[O:45])[NH:40][C:39](=[O:46])[C:38]2=[CH:47]OC.[NH2:50][CH2:51][C:52]1[CH:53]=[C:54]([OH:59])[CH:55]=[CH:56][C:57]=1[I:58]. No catalyst specified. The product is [O:30]1[CH:34]=[CH:33][CH:32]=[C:31]1[C:35]1[CH:36]=[C:37]2[C:42](=[CH:43][CH:44]=1)[C:41](=[O:45])[NH:40][C:39](=[O:46])[C:38]2=[CH:47][NH:50][CH2:51][C:52]1[CH:53]=[C:54]([OH:59])[CH:55]=[CH:56][C:57]=1[I:58]. The yield is 0.770. (4) The reactants are [N:1]1[CH:6]=[CH:5][CH:4]=[C:3]([CH2:7][OH:8])[CH:2]=1.[H-].[Na+].[CH2:11]([O:18][C:19]1[CH:24]=[CH:23][C:22]([Br:25])=[C:21](F)[CH:20]=1)[C:12]1[CH:17]=[CH:16][CH:15]=[CH:14][CH:13]=1. The catalyst is CN1CCCC1=O.CCOC(C)=O. The product is [CH2:11]([O:18][C:19]1[CH:24]=[CH:23][C:22]([Br:25])=[C:21]([CH:20]=1)[O:8][CH2:7][C:3]1[CH:2]=[N:1][CH:6]=[CH:5][CH:4]=1)[C:12]1[CH:13]=[CH:14][CH:15]=[CH:16][CH:17]=1. The yield is 0.990. (5) The reactants are CON(C)[C:4]([C:6]1[C:14]2[O:13][C:12]([C:15]3[CH:20]=[CH:19][C:18]([OH:21])=[CH:17][CH:16]=3)=[CH:11][C:10]=2[CH:9]=[C:8]([OH:22])[CH:7]=1)=[O:5].[H-].[H-].[H-].[H-].[Li+].[Al+3]. The catalyst is C1COCC1. The product is [OH:22][C:8]1[CH:7]=[C:6]([CH:4]=[O:5])[C:14]2[O:13][C:12]([C:15]3[CH:16]=[CH:17][C:18]([OH:21])=[CH:19][CH:20]=3)=[CH:11][C:10]=2[CH:9]=1. The yield is 0.510.